Dataset: Catalyst prediction with 721,799 reactions and 888 catalyst types from USPTO. Task: Predict which catalyst facilitates the given reaction. (1) Reactant: C([O:5][C:6]([C:8]1[CH:13]=[C:12](OC2C=CC(NC)=C(N)C=2)[CH:11]=[CH:10][N:9]=1)=[O:7])(C)(C)C.NC(N)=S.IC.C(OC(C1C=C([O:43][C:44]2[CH:62]=[CH:61][C:47]3[N:48]([CH3:60])[C:49]([NH:51][C:52]4[CH:57]=[CH:56][C:55]([CH2:58][CH3:59])=[CH:54][CH:53]=4)=[N:50][C:46]=3[CH:45]=2)C=CN=1)=O)(C)(C)C.FC(F)(F)C(O)=O. Product: [CH2:58]([C:55]1[CH:56]=[CH:57][C:52]([NH:51][C:49]2[N:48]([CH3:60])[C:47]3[CH:61]=[CH:62][C:44]([O:43][C:8]4([C:6]([OH:7])=[O:5])[CH:13]=[CH:12][CH:11]=[CH:10][NH:9]4)=[CH:45][C:46]=3[N:50]=2)=[CH:53][CH:54]=1)[CH3:59]. The catalyst class is: 100. (2) Reactant: [Br:1][C:2]1[CH:3]=[C:4]2[C:8](=[CH:9][CH:10]=1)[NH:7][C:6]([C:11]([N:13]1[CH2:18][CH2:17][O:16][CH2:15][CH2:14]1)=[O:12])=[CH:5]2.[H-].[Na+].FC(F)(F)S(O[CH2:27][C:28]([F:31])([F:30])[F:29])(=O)=O. Product: [Br:1][C:2]1[CH:3]=[C:4]2[C:8](=[CH:9][CH:10]=1)[N:7]([CH2:27][C:28]([F:31])([F:30])[F:29])[C:6]([C:11]([N:13]1[CH2:14][CH2:15][O:16][CH2:17][CH2:18]1)=[O:12])=[CH:5]2. The catalyst class is: 7.